Dataset: Catalyst prediction with 721,799 reactions and 888 catalyst types from USPTO. Task: Predict which catalyst facilitates the given reaction. (1) Reactant: [Cl:1][C:2]1[CH:7]=[CH:6][N:5]=[C:4]2[CH:8]=[C:9]([C:11]([O-:13])=O)[S:10][C:3]=12.[Li+].S(Cl)([Cl:17])=O. Product: [Cl:1][C:2]1[CH:7]=[CH:6][N:5]=[C:4]2[CH:8]=[C:9]([C:11]([Cl:17])=[O:13])[S:10][C:3]=12. The catalyst class is: 4. (2) Reactant: Cl[S:2]([CH2:5][CH2:6][CH2:7][NH:8][C:9](=[O:11])[CH3:10])(=[O:4])=[O:3].[OH:12][CH2:13][C:14]([CH3:21])([CH3:20])[C:15]([O:17][CH2:18][CH3:19])=[O:16].C(N(CC)CC)C. Product: [C:9]([NH:8][CH2:7][CH2:6][CH2:5][S:2]([O:12][CH2:13][C:14]([CH3:21])([CH3:20])[C:15]([O:17][CH2:18][CH3:19])=[O:16])(=[O:4])=[O:3])(=[O:11])[CH3:10]. The catalyst class is: 154. (3) Reactant: [N:1]1([C:7]2[CH:12]=[CH:11][C:10]([NH:13][C:14]3[N:19]=[C:18]([CH2:20][CH2:21][C:22]4[CH:27]=[CH:26][CH:25]=[CH:24][C:23]=4[CH2:28][C:29]([NH2:31])=[O:30])[C:17]([C:32]([F:35])([F:34])[F:33])=[CH:16][N:15]=3)=[CH:9][CH:8]=2)[CH2:6][CH2:5][NH:4][CH2:3][CH2:2]1.[CH:36](=O)[CH3:37].C(O[BH-](OC(=O)C)OC(=O)C)(=O)C.[Na+]. Product: [CH2:36]([N:4]1[CH2:5][CH2:6][N:1]([C:7]2[CH:12]=[CH:11][C:10]([NH:13][C:14]3[N:19]=[C:18]([CH2:20][CH2:21][C:22]4[CH:27]=[CH:26][CH:25]=[CH:24][C:23]=4[CH2:28][C:29]([NH2:31])=[O:30])[C:17]([C:32]([F:33])([F:35])[F:34])=[CH:16][N:15]=3)=[CH:9][CH:8]=2)[CH2:2][CH2:3]1)[CH3:37]. The catalyst class is: 100. (4) Reactant: [C:1]([CH2:4][CH2:5][CH2:6][O:7][C:8]1[CH:13]=[CH:12][C:11]([S:14]([C:17]2([C:23](OC(C)(C)C)=[O:24])[CH2:22][CH2:21][O:20][CH2:19][CH2:18]2)(=[O:16])=[O:15])=[CH:10][CH:9]=1)(O)=[O:2].O.[OH:31][N:32]1C2C=CC=CC=2N=N1.[C:41]1([CH3:51])[C:42]([C:47]([NH:49][NH2:50])=O)=[CH:43][CH:44]=[CH:45][CH:46]=1.Cl.CN(C)CCCN=C=NCC. Product: [OH:31][NH:32][C:23]([C:17]1([S:14]([C:11]2[CH:10]=[CH:9][C:8]([O:7][CH2:6][CH2:5][CH2:4][C:1]3[O:2][C:47]([C:42]4[CH:43]=[CH:44][CH:45]=[CH:46][C:41]=4[CH3:51])=[N:49][N:50]=3)=[CH:13][CH:12]=2)(=[O:16])=[O:15])[CH2:22][CH2:21][O:20][CH2:19][CH2:18]1)=[O:24]. The catalyst class is: 9. (5) Product: [C:15]1([CH3:27])[CH:20]=[C:19]([CH3:21])[CH:18]=[C:17]([CH3:22])[C:16]=1[S:23]([O:1]/[N:2]=[C:3](/[O:5][CH2:6][CH3:7])\[CH3:4])(=[O:24])=[O:25]. Reactant: [OH:1]/[N:2]=[C:3](/[O:5][CH2:6][CH3:7])\[CH3:4].C(N(CC)CC)C.[C:15]1([CH3:27])[CH:20]=[C:19]([CH3:21])[CH:18]=[C:17]([CH3:22])[C:16]=1[S:23](Cl)(=[O:25])=[O:24]. The catalyst class is: 454.